Dataset: Forward reaction prediction with 1.9M reactions from USPTO patents (1976-2016). Task: Predict the product of the given reaction. Given the reactants Br[C:2]1[CH:7]=[CH:6][C:5]([NH:8][C:9]2[O:10][C:11]3[CH:17]=[CH:16][C:15]([O:18][C:19]([F:22])([F:21])[F:20])=[CH:14][C:12]=3[N:13]=2)=[CH:4][CH:3]=1.[B:23]1([B:23]2[O:27][C:26]([CH3:29])([CH3:28])[C:25]([CH3:31])([CH3:30])[O:24]2)[O:27][C:26]([CH3:29])([CH3:28])[C:25]([CH3:31])([CH3:30])[O:24]1.ClCCl.C([O-])(=O)C.[K+], predict the reaction product. The product is: [CH3:30][C:25]1([CH3:31])[C:26]([CH3:29])([CH3:28])[O:27][B:23]([C:2]2[CH:7]=[CH:6][C:5]([NH:8][C:9]3[O:10][C:11]4[CH:17]=[CH:16][C:15]([O:18][C:19]([F:22])([F:21])[F:20])=[CH:14][C:12]=4[N:13]=3)=[CH:4][CH:3]=2)[O:24]1.